From a dataset of Catalyst prediction with 721,799 reactions and 888 catalyst types from USPTO. Predict which catalyst facilitates the given reaction. (1) Product: [CH2:1]([O:3][C:4](=[O:20])[C:5]1[C:10]([CH3:11])=[CH:9][C:8]([N:12]2[CH2:13][CH2:14][O:15][CH2:16][CH2:17]2)=[CH:7][C:6]=1[OH:18])[CH3:2]. The catalyst class is: 4. Reactant: [CH2:1]([O:3][C:4](=[O:20])[C:5]1[C:10]([CH3:11])=[CH:9][C:8]([N:12]2[CH2:17][CH2:16][O:15][CH2:14][CH2:13]2)=[CH:7][C:6]=1[O:18]C)[CH3:2].B(Br)(Br)Br.O. (2) Reactant: CN1[CH:6]=[C:5]([C:7]([OH:9])=O)[N:4]=C1.[CH3:10][C:11]1([CH3:25])[C:15]([CH3:17])([CH3:16])[O:14][B:13]([C:18]2[CH:23]=[CH:22][C:21]([NH2:24])=[CH:20][CH:19]=2)[O:12]1.[CH3:26][N:27](C(ON1N=NC2C=CC=NC1=2)=[N+](C)C)[CH3:28].F[P-](F)(F)(F)(F)F.CCN(C(C)C)C(C)C. Product: [CH3:28][N:27]1[CH:26]=[CH:6][C:5]([C:7]([NH:24][C:21]2[CH:22]=[CH:23][C:18]([B:13]3[O:12][C:11]([CH3:25])([CH3:10])[C:15]([CH3:16])([CH3:17])[O:14]3)=[CH:19][CH:20]=2)=[O:9])=[N:4]1. The catalyst class is: 3. (3) Reactant: [Br:1][C:2]1[C:11]2[N:10]=[CH:9][CH:8]=[N:7][C:6]=2[C:5]([C:12]([O:14]C)=O)=[C:4]([O:16]C)[CH:3]=1.Cl.C([NH:21][CH2:22][C:23]([OH:25])=[O:24])C.C(N(CC)CC)C.C1CN([P+](ON2N=NC3C=CC=CC2=3)(N2CCCC2)N2CCCC2)CC1.F[P-](F)(F)(F)(F)F.[OH-].[Na+]. Product: [Br:1][C:2]1[CH:3]=[C:4]([OH:16])[C:5]([C:12]([NH:21][CH2:22][C:23]([OH:25])=[O:24])=[O:14])=[C:6]2[C:11]=1[N:10]=[CH:9][CH:8]=[N:7]2. The catalyst class is: 451.